Dataset: Full USPTO retrosynthesis dataset with 1.9M reactions from patents (1976-2016). Task: Predict the reactants needed to synthesize the given product. (1) Given the product [N+:12]([C:3]1[CH:4]=[C:5]([C:8]([F:11])([F:10])[F:9])[CH:6]=[CH:7][C:2]=1[N:16]1[CH:17]=[C:18]([CH2:21][OH:22])[N:30]=[CH:20]1)([O-:14])=[O:13], predict the reactants needed to synthesize it. The reactants are: F[C:2]1[CH:7]=[CH:6][C:5]([C:8]([F:11])([F:10])[F:9])=[CH:4][C:3]=1[N+:12]([O-:14])=[O:13].Cl.[NH:16]1[CH:20]=C[C:18]([CH2:21][OH:22])=[CH:17]1.C([O-])([O-])=O.[Na+].[Na+].C[N:30](C=O)C. (2) The reactants are: [CH3:1][C@@H:2]1[CH2:6][N:5](CC2C=NC(C)=NC=2)[CH2:4][C@H:3]1[C:15]1[NH:16][C:17](=[O:30])[C:18]2[CH:23]=[N:22][N:21]([CH:24]3[CH2:29][CH2:28][O:27][CH2:26][CH2:25]3)[C:19]=2[N:20]=1.C([BH3-])#N.[Na+].[CH3:35][O:36][C:37]1[CH:44]=[CH:43][CH:42]=[CH:41][C:38]=1[CH:39]=O. Given the product [CH3:35][O:36][C:37]1[CH:44]=[CH:43][CH:42]=[CH:41][C:38]=1[CH2:39][N:5]1[CH2:6][C@@H:2]([CH3:1])[C@H:3]([C:15]2[NH:16][C:17](=[O:30])[C:18]3[CH:23]=[N:22][N:21]([CH:24]4[CH2:29][CH2:28][O:27][CH2:26][CH2:25]4)[C:19]=3[N:20]=2)[CH2:4]1, predict the reactants needed to synthesize it. (3) Given the product [F:1][C:2]1[CH:3]=[CH:4][C:5]([C:8]2[C:16]3[C:11](=[CH:12][C:13]([C:17]([OH:19])=[O:18])=[CH:14][CH:15]=3)[N:10]([CH3:21])[CH:9]=2)=[CH:6][CH:7]=1, predict the reactants needed to synthesize it. The reactants are: [F:1][C:2]1[CH:7]=[CH:6][C:5]([C:8]2[C:16]3[C:11](=[CH:12][C:13]([C:17]([O:19]C)=[O:18])=[CH:14][CH:15]=3)[N:10]([CH3:21])[CH:9]=2)=[CH:4][CH:3]=1.O[Li].O. (4) Given the product [OH:16][C:15]1[N:14]=[CH:1][C:3]2[C:12](=[CH:11][CH:10]=[C:5]([C:6]([O:8][CH3:9])=[O:7])[CH:4]=2)[N:13]=1, predict the reactants needed to synthesize it. The reactants are: [CH:1]([C:3]1[CH:4]=[C:5]([CH:10]=[CH:11][C:12]=1[NH2:13])[C:6]([O:8][CH3:9])=[O:7])=O.[NH2:14][C:15](N)=[O:16]. (5) Given the product [CH2:2]1[O:3][C:4]2([CH2:11][CH2:10][CH:9]3[CH2:12][CH:5]2[CH2:6][CH2:7][CH:8]3[NH:13][C:30]([O:29][CH2:22][C:23]2[CH:28]=[CH:27][CH:26]=[CH:25][CH:24]=2)=[O:31])[O:14][CH2:1]1, predict the reactants needed to synthesize it. The reactants are: [CH2:1]1[O:14][C:4]2([CH2:11][CH2:10][CH:9]3[CH2:12][CH:5]2[CH2:6][CH2:7][CH:8]3[NH2:13])[O:3][CH2:2]1.C(N(CC)CC)C.[CH2:22]([O:29][C:30](Cl)=[O:31])[C:23]1[CH:28]=[CH:27][CH:26]=[CH:25][CH:24]=1. (6) Given the product [F:13][C:14]([F:25])([F:24])[C:15]1[CH:20]=[CH:19][C:18]([C:2]2[CH:10]=[C:9]3[C:5]([CH:6]=[CH:7][N:8]3[CH2:11][CH3:12])=[CH:4][CH:3]=2)=[CH:17][CH:16]=1, predict the reactants needed to synthesize it. The reactants are: Br[C:2]1[CH:10]=[C:9]2[C:5]([CH:6]=[CH:7][N:8]2[CH2:11][CH3:12])=[CH:4][CH:3]=1.[F:13][C:14]([F:25])([F:24])[C:15]1[CH:20]=[CH:19][C:18](B(O)O)=[CH:17][CH:16]=1.C(=O)([O-])[O-].[Na+].[Na+].C1(C)C=CC=CC=1. (7) Given the product [C:1]([O:5][C:6]([N:8]1[CH2:13][CH2:12][CH:11]([O:14][C:15]2[CH:16]=[CH:17][C:18]([C:21](=[O:22])[CH2:26][C:27]3[CH:32]=[CH:31][CH:30]=[CH:29][N:28]=3)=[CH:19][CH:20]=2)[CH2:10][CH2:9]1)=[O:7])([CH3:2])([CH3:4])[CH3:3], predict the reactants needed to synthesize it. The reactants are: [C:1]([O:5][C:6]([N:8]1[CH2:13][CH2:12][CH:11]([O:14][C:15]2[CH:20]=[CH:19][C:18]([C:21](OCC)=[O:22])=[CH:17][CH:16]=2)[CH2:10][CH2:9]1)=[O:7])([CH3:4])([CH3:3])[CH3:2].[CH3:26][C:27]1[CH:32]=[CH:31][CH:30]=[CH:29][N:28]=1.[Li+].C[Si]([N-][Si](C)(C)C)(C)C.